Dataset: Reaction yield outcomes from USPTO patents with 853,638 reactions. Task: Predict the reaction yield, written as a fraction of the theoretical maximum amount of product (1.0 means a 100% yield; for example, 0.34 means a 34% yield). (1) The reactants are [Cl:1][C:2]1[C:3]([CH:13]=[CH:14][N:15](C)C)=[C:4]([N+]([O-])=O)[C:5]([O:8][CH3:9])=[N:6][CH:7]=1.[H][H]. The catalyst is C(OCC)(=O)C.[Ni]. The product is [Cl:1][C:2]1[CH:7]=[N:6][C:5]([O:8][CH3:9])=[C:4]2[NH:15][CH:14]=[CH:13][C:3]=12. The yield is 0.930. (2) The reactants are [Cl:1][C:2]1[CH:14]=[CH:13][C:12]([Cl:15])=[C:11]2[C:3]=1[C:4]1[CH2:5][CH2:6][CH2:7][C:8](=[O:16])[C:9]=1[NH:10]2.[F-].[Cs+].[C:19]([Si](C)(C)C)([F:22])([F:21])[F:20]. The catalyst is C1COCC1. The product is [Cl:1][C:2]1[CH:14]=[CH:13][C:12]([Cl:15])=[C:11]2[C:3]=1[C:4]1[CH2:5][CH2:6][CH2:7][C:8]([C:19]([F:22])([F:21])[F:20])([OH:16])[C:9]=1[NH:10]2. The yield is 0.160. (3) The reactants are Cl[C:2]1[C:7]([I:8])=[CH:6][N:5]=[CH:4][N:3]=1.[F:9][C:10]([F:14])([F:13])[CH2:11][NH2:12].CCN(C(C)C)C(C)C. The catalyst is CCO. The product is [I:8][C:7]1[C:2]([NH:12][CH2:11][C:10]([F:14])([F:13])[F:9])=[N:3][CH:4]=[N:5][CH:6]=1. The yield is 0.591. (4) The reactants are [CH3:1][N:2]1[CH2:6][CH2:5][CH2:4][CH:3]1[CH2:7][O:8][C:9]1[CH:10]=[C:11]2[C:16](=[CH:17][CH:18]=1)[CH:15]=[C:14]([C:19]1[C:27]3[C:22](=[CH:23][CH:24]=[C:25]([C:28]([NH2:30])=[O:29])[CH:26]=3)[N:21](C3CCCCO3)[N:20]=1)[CH:13]=[CH:12]2. The catalyst is CO. The product is [CH3:1][N:2]1[CH2:6][CH2:5][CH2:4][CH:3]1[CH2:7][O:8][C:9]1[CH:10]=[C:11]2[C:16](=[CH:17][CH:18]=1)[CH:15]=[C:14]([C:19]1[C:27]3[C:22](=[CH:23][CH:24]=[C:25]([C:28]([NH2:30])=[O:29])[CH:26]=3)[NH:21][N:20]=1)[CH:13]=[CH:12]2. The yield is 1.00. (5) The reactants are [F:1][C:2]([F:18])([C:8]1[CH:9]=[N:10][C:11]([C:14]([F:17])([F:16])[F:15])=[CH:12][CH:13]=1)[C:3](OCC)=[O:4].[BH4-].[Na+]. The catalyst is C(O)C. The product is [F:18][C:2]([F:1])([C:8]1[CH:9]=[N:10][C:11]([C:14]([F:15])([F:16])[F:17])=[CH:12][CH:13]=1)[CH2:3][OH:4]. The yield is 0.820.